From a dataset of Full USPTO retrosynthesis dataset with 1.9M reactions from patents (1976-2016). Predict the reactants needed to synthesize the given product. (1) Given the product [CH3:36][O:35][C:29]1[CH:28]=[C:27]([C:23]2[N:22]=[C:21]([C:19]([N:16]3[CH2:15][CH2:14][N:13]([C:10]4[CH:9]=[CH:8][C:7]([NH:6][S:38]([CH3:37])(=[O:40])=[O:39])=[CH:12][CH:11]=4)[CH2:18][CH2:17]3)=[O:20])[CH:26]=[CH:25][CH:24]=2)[CH:32]=[CH:31][C:30]=1[O:33][CH3:34], predict the reactants needed to synthesize it. The reactants are: C1COCC1.[NH2:6][C:7]1[CH:12]=[CH:11][C:10]([N:13]2[CH2:18][CH2:17][N:16]([C:19]([C:21]3[CH:26]=[CH:25][CH:24]=[C:23]([C:27]4[CH:32]=[CH:31][C:30]([O:33][CH3:34])=[C:29]([O:35][CH3:36])[CH:28]=4)[N:22]=3)=[O:20])[CH2:15][CH2:14]2)=[CH:9][CH:8]=1.[CH3:37][S:38](Cl)(=[O:40])=[O:39].C(N(CC)CC)C. (2) Given the product [CH2:8]([O:15][C:16]1[C:23]([Br:24])=[CH:22][C:19]([CH:20]2[O:28][CH2:27][CH2:26][O:21]2)=[C:18]([CH3:25])[CH:17]=1)[C:9]1[CH:10]=[CH:11][CH:12]=[CH:13][CH:14]=1, predict the reactants needed to synthesize it. The reactants are: C1(C)C=CC=CC=1.[CH2:8]([O:15][C:16]1[C:23]([Br:24])=[CH:22][C:19]([CH:20]=[O:21])=[C:18]([CH3:25])[CH:17]=1)[C:9]1[CH:14]=[CH:13][CH:12]=[CH:11][CH:10]=1.[CH2:26](O)[CH2:27][OH:28].O.C1(C)C=CC(S(O)(=O)=O)=CC=1. (3) Given the product [Si:21]([O:20][CH2:19][C@@:2]1([NH:1][S:38]([CH2:41][C:42]([O:44][CH3:45])=[O:43])(=[O:40])=[O:39])[CH2:7][CH2:6][N:5]([C:8]([O:10][CH2:11][C:12]2[CH:17]=[CH:16][CH:15]=[CH:14][CH:13]=2)=[O:9])[C@@H:4]([CH3:18])[CH2:3]1)([C:24]([CH3:26])([CH3:25])[CH3:27])([CH3:23])[CH3:22], predict the reactants needed to synthesize it. The reactants are: [NH2:1][C@:2]1([CH2:19][O:20][Si:21]([C:24]([CH3:27])([CH3:26])[CH3:25])([CH3:23])[CH3:22])[CH2:7][CH2:6][N:5]([C:8]([O:10][CH2:11][C:12]2[CH:17]=[CH:16][CH:15]=[CH:14][CH:13]=2)=[O:9])[C@@H:4]([CH3:18])[CH2:3]1.N1C(C)=CC(C)=CC=1C.Cl[S:38]([CH2:41][C:42]([O:44][CH3:45])=[O:43])(=[O:40])=[O:39]. (4) Given the product [F:1][C:2]1[CH:3]=[CH:4][C:5]([CH2:6][C@H:7]([NH:31][C:32]([C:34]2[NH:43][C:37]3=[CH:38][N:39]=[C:40]([Cl:42])[CH:41]=[C:36]3[CH:35]=2)=[O:33])[C:8]([N:10]2[CH2:15][CH2:14][CH:13]([CH2:16][NH:17][CH3:30])[CH2:12][CH2:11]2)=[O:9])=[CH:44][CH:45]=1, predict the reactants needed to synthesize it. The reactants are: [F:1][C:2]1[CH:45]=[CH:44][C:5]([CH2:6][C@H:7]([NH:31][C:32]([C:34]2[NH:43][C:37]3=[CH:38][N:39]=[C:40]([Cl:42])[CH:41]=[C:36]3[CH:35]=2)=[O:33])[C:8]([N:10]2[CH2:15][CH2:14][CH:13]([CH2:16][N:17]([CH3:30])S(C3C=CC=CC=3[N+]([O-])=O)(=O)=O)[CH2:12][CH2:11]2)=[O:9])=[CH:4][CH:3]=1.C(OC(N1CCC(CN)CC1)=O)(C)(C)C.Cl. (5) Given the product [Br:1][C:2]1[S:6][C:5]([CH2:7][Cl:13])=[N:4][C:3]=1[CH2:9][CH3:10], predict the reactants needed to synthesize it. The reactants are: [Br:1][C:2]1[S:6][C:5]([CH2:7]O)=[N:4][C:3]=1[CH2:9][CH3:10].S(Cl)([Cl:13])=O. (6) Given the product [C:42]([O:41][C:39]([N:33]1[CH2:38][CH2:37][N:36]([CH2:27][C:12]2[C:13](=[O:26])[N:14]([CH2:16][CH2:17][CH2:18][C:19]3[CH:20]=[CH:21][C:22]([F:25])=[CH:23][CH:24]=3)[N:15]=[C:10]([C:4]3[CH:5]=[CH:6][C:7]([O:8][CH3:9])=[C:2]([F:1])[CH:3]=3)[CH:11]=2)[CH2:35][CH2:34]1)=[O:40])([CH3:45])([CH3:43])[CH3:44], predict the reactants needed to synthesize it. The reactants are: [F:1][C:2]1[CH:3]=[C:4]([C:10]2[CH:11]=[C:12]([CH2:27]OS(C)(=O)=O)[C:13](=[O:26])[N:14]([CH2:16][CH2:17][CH2:18][C:19]3[CH:24]=[CH:23][C:22]([F:25])=[CH:21][CH:20]=3)[N:15]=2)[CH:5]=[CH:6][C:7]=1[O:8][CH3:9].[N:33]1([C:39]([O:41][C:42]([CH3:45])([CH3:44])[CH3:43])=[O:40])[CH2:38][CH2:37][NH:36][CH2:35][CH2:34]1.